From a dataset of Catalyst prediction with 721,799 reactions and 888 catalyst types from USPTO. Predict which catalyst facilitates the given reaction. Product: [CH2:1]([C:3]1[N:4]=[C:5]([CH2:35][CH2:36][CH3:37])[N:6]([CH2:20][C:21]2[CH:22]=[CH:23][C:24]([C:27]3[CH:32]=[CH:31][CH:30]=[CH:29][C:28]=3[C:33]3[NH:39][C:41](=[O:44])[O:42][N:34]=3)=[CH:25][CH:26]=2)[C:7](=[O:19])[C:8]=1[C:9]1[CH:10]=[CH:11][C:12]([O:15][CH:16]([CH3:17])[CH3:18])=[CH:13][CH:14]=1)[CH3:2]. The catalyst class is: 148. Reactant: [CH2:1]([C:3]1[N:4]=[C:5]([CH2:35][CH2:36][CH3:37])[N:6]([CH2:20][C:21]2[CH:26]=[CH:25][C:24]([C:27]3[C:28]([C:33]#[N:34])=[CH:29][CH:30]=[CH:31][CH:32]=3)=[CH:23][CH:22]=2)[C:7](=[O:19])[C:8]=1[C:9]1[CH:14]=[CH:13][C:12]([O:15][CH:16]([CH3:18])[CH3:17])=[CH:11][CH:10]=1)[CH3:2].Cl.[NH2:39]O.[C:41](=[O:44])([O-])[OH:42].[Na+].